This data is from NCI-60 drug combinations with 297,098 pairs across 59 cell lines. The task is: Regression. Given two drug SMILES strings and cell line genomic features, predict the synergy score measuring deviation from expected non-interaction effect. Drug 1: CC1C(C(=O)NC(C(=O)N2CCCC2C(=O)N(CC(=O)N(C(C(=O)O1)C(C)C)C)C)C(C)C)NC(=O)C3=C4C(=C(C=C3)C)OC5=C(C(=O)C(=C(C5=N4)C(=O)NC6C(OC(=O)C(N(C(=O)CN(C(=O)C7CCCN7C(=O)C(NC6=O)C(C)C)C)C)C(C)C)C)N)C. Drug 2: CS(=O)(=O)CCNCC1=CC=C(O1)C2=CC3=C(C=C2)N=CN=C3NC4=CC(=C(C=C4)OCC5=CC(=CC=C5)F)Cl. Cell line: SN12C. Synergy scores: CSS=36.1, Synergy_ZIP=15.2, Synergy_Bliss=18.4, Synergy_Loewe=12.6, Synergy_HSA=15.5.